This data is from Peptide-MHC class II binding affinity with 134,281 pairs from IEDB. The task is: Regression. Given a peptide amino acid sequence and an MHC pseudo amino acid sequence, predict their binding affinity value. This is MHC class II binding data. (1) The peptide sequence is TGGNSPVQEFTVPRT. The MHC is DRB1_1501 with pseudo-sequence DRB1_1501. The binding affinity (normalized) is 0.0528. (2) The peptide sequence is LLKEFTVSGNILTIRLTAA. The MHC is DRB1_0401 with pseudo-sequence DRB1_0401. The binding affinity (normalized) is 0.843.